This data is from Catalyst prediction with 721,799 reactions and 888 catalyst types from USPTO. The task is: Predict which catalyst facilitates the given reaction. (1) Reactant: [Br:1][C:2]1[CH:3]=[CH:4][CH:5]=[C:6]2[C:10]=1[NH:9][CH:8]=[CH:7]2.[H-].[Na+].[CH2:13](Br)[C:14]1[CH:19]=[CH:18][CH:17]=[CH:16][CH:15]=1. Product: [CH2:13]([N:9]1[C:10]2[C:6](=[CH:5][CH:4]=[CH:3][C:2]=2[Br:1])[CH:7]=[CH:8]1)[C:14]1[CH:19]=[CH:18][CH:17]=[CH:16][CH:15]=1. The catalyst class is: 3. (2) Reactant: [CH3:1][C:2]1[N:3]([C:8]2[CH:13]=[CH:12][C:11]([O:14][CH2:15][CH3:16])=[CH:10][CH:9]=2)[C:4]([CH3:7])=[CH:5][CH:6]=1.C1(C)C=CC=CC=1.Cl[Sn](Cl)(Cl)Cl.[C:29](Cl)(=[O:36])[C:30]1[CH:35]=[CH:34][CH:33]=[CH:32][CH:31]=1. Product: [C:29]([C:5]1[CH:6]=[C:2]([CH3:1])[N:3]([C:8]2[CH:13]=[CH:12][C:11]([O:14][CH2:15][CH3:16])=[CH:10][CH:9]=2)[C:4]=1[CH3:7])(=[O:36])[C:30]1[CH:35]=[CH:34][CH:33]=[CH:32][CH:31]=1. The catalyst class is: 74. (3) Reactant: [N+]([O-])(O)=O.[CH2:5]([O:8][CH2:9][C:10]1[CH:15]=[CH:14][C:13]([N+:16]([O-:18])=[O:17])=[CH:12][C:11]=1[NH2:19])[CH:6]=[CH2:7].[N:20]#[C:21][NH2:22].N. Product: [CH2:5]([O:8][CH2:9][C:10]1[CH:15]=[CH:14][C:13]([N+:16]([O-:18])=[O:17])=[CH:12][C:11]=1[NH:19][C:21]([NH2:22])=[NH:20])[CH:6]=[CH2:7]. The catalyst class is: 40. (4) Reactant: [Si]([O:8][C@H:9]1[CH2:14][CH2:13][C@H:12]([N:15]2[CH:19]=[C:18](B3OC(C)(C)C(C)(C)O3)[CH:17]=[N:16]2)[CH2:11][CH2:10]1)(C(C)(C)C)(C)C.Br[C:30]1[CH:31]=[C:32]2[C:38]([C@H:39]([C:41]3[C:46]([O:47][CH3:48])=[CH:45][CH:44]=[C:43]([F:49])[C:42]=3[Cl:50])[CH3:40])=[N:37][NH:36][C:33]2=[N:34][CH:35]=1.C(=O)([O-])[O-].[K+].[K+].ClCCl.Cl. Product: [Cl:50][C:42]1[C:43]([F:49])=[CH:44][CH:45]=[C:46]([O:47][CH3:48])[C:41]=1[C@@H:39]([C:38]1[C:32]2[C:33](=[N:34][CH:35]=[C:30]([C:18]3[CH:17]=[N:16][N:15]([C@H:12]4[CH2:11][CH2:10][C@H:9]([OH:8])[CH2:14][CH2:13]4)[CH:19]=3)[CH:31]=2)[NH:36][N:37]=1)[CH3:40]. The catalyst class is: 75. (5) Reactant: [CH3:1][C:2]1[N:7]([C:8]2[CH:13]=[CH:12][CH:11]=[C:10]([C:14]([F:17])([F:16])[F:15])[CH:9]=2)[C:6](=[O:18])[C:5]([C:19]([NH:21][CH2:22][C:23]2[CH:28]=[CH:27][C:26]([S:29]([CH3:32])(=[O:31])=[O:30])=[CH:25][CH:24]=2)=[O:20])=[CH:4][C:3]=1[S:33]([CH3:35])=[O:34].[OH:36]O. Product: [CH3:1][C:2]1[N:7]([C:8]2[CH:13]=[CH:12][CH:11]=[C:10]([C:14]([F:16])([F:17])[F:15])[CH:9]=2)[C:6](=[O:18])[C:5]([C:19]([NH:21][CH2:22][C:23]2[CH:24]=[CH:25][C:26]([S:29]([CH3:32])(=[O:30])=[O:31])=[CH:27][CH:28]=2)=[O:20])=[CH:4][C:3]=1[S:33]([CH3:35])(=[O:36])=[O:34]. The catalyst class is: 15. (6) Reactant: [C:1]([O-:4])(=O)[CH3:2].[CH:5](OCC)=[O:6].[CH3:10][O-].[Na+].[NH2:13][C:14]([NH2:16])=[O:15]. Product: [CH3:5][O:6][C:2]1[C:1]([OH:4])=[N:13][C:14]([OH:15])=[N:16][CH:10]=1. The catalyst class is: 780. (7) Reactant: Cl[CH2:2][C:3]1[O:4][C:5](=[O:9])[O:6][C:7]=1[CH3:8].[Br-:10].[Na+].CN(C)C=O. Product: [Br:10][CH2:2][C:3]1[O:4][C:5](=[O:9])[O:6][C:7]=1[CH3:8]. The catalyst class is: 21. (8) Reactant: [F:1][C:2]1[CH:23]=[CH:22][CH:21]=[C:20]([F:24])[C:3]=1[CH2:4][O:5][C:6]1[C:7]2[N:8]([C:13]([C:17](O)=[O:18])=[C:14]([CH3:16])[N:15]=2)[CH:9]=[C:10]([CH3:12])[CH:11]=1.CN(C(ON1N=NC2C=CC=NC1=2)=[N+](C)C)C.F[P-](F)(F)(F)(F)F.C(N(CC)C(C)C)(C)C.[F:58][C:59]1[CH:60]=[C:61]([CH:69]=[CH:70][C:71]=1[F:72])[O:62][CH2:63][C:64]([CH3:68])([NH2:67])[CH2:65][NH2:66].C(O)(C(F)(F)F)=O. Product: [NH2:67][C:64]([CH3:68])([CH2:63][O:62][C:61]1[CH:69]=[CH:70][C:71]([F:72])=[C:59]([F:58])[CH:60]=1)[CH2:65][NH:66][C:17]([C:13]1[N:8]2[CH:9]=[C:10]([CH3:12])[CH:11]=[C:6]([O:5][CH2:4][C:3]3[C:2]([F:1])=[CH:23][CH:22]=[CH:21][C:20]=3[F:24])[C:7]2=[N:15][C:14]=1[CH3:16])=[O:18]. The catalyst class is: 618. (9) Reactant: [NH2:1][C:2]1[CH:7]=[C:6]([Cl:8])[N:5]=[C:4]([C:9]([OH:11])=[O:10])[C:3]=1[Cl:12].[B-](F)(F)(F)[F:14].[B-](F)(F)(F)F.C1[N+]2(CCl)CC[N+](F)(CC2)C1. Product: [NH2:1][C:2]1[C:7]([F:14])=[C:6]([Cl:8])[N:5]=[C:4]([C:9]([OH:11])=[O:10])[C:3]=1[Cl:12]. The catalyst class is: 6. (10) Reactant: [Cl:1][C:2]1[CH:3]=[C:4]2[C:8](=[CH:9][C:10]=1[O:11][CH3:12])[C:7](=O)[CH2:6][CH2:5]2.[C:14]([CH2:16][C:17]([O:19][CH2:20][CH3:21])=[O:18])#[N:15].CC(O)=O.C([O-])(=O)C.[NH4+]. Product: [Cl:1][C:2]1[CH:3]=[C:4]2[C:8](=[CH:9][C:10]=1[O:11][CH3:12])/[C:7](=[C:16](\[C:14]#[N:15])/[C:17]([O:19][CH2:20][CH3:21])=[O:18])/[CH2:6][CH2:5]2. The catalyst class is: 11.